From a dataset of Forward reaction prediction with 1.9M reactions from USPTO patents (1976-2016). Predict the product of the given reaction. (1) The product is: [CH2:33]([O:32][C:30](=[O:31])[CH2:29][CH2:28][CH2:27][CH2:26][N:13]([CH2:14][C:15]1[CH:16]=[CH:17][C:18]([C:19]([O:21][CH3:22])=[O:20])=[CH:23][CH:24]=1)[CH:10]1[CH2:9][CH2:8][C:7]2[C:12](=[C:3]([O:2][CH3:1])[CH:4]=[CH:5][CH:6]=2)[CH2:11]1)[CH3:34]. Given the reactants [CH3:1][O:2][C:3]1[CH:4]=[CH:5][CH:6]=[C:7]2[C:12]=1[CH2:11][CH:10]([NH:13][CH2:14][C:15]1[CH:24]=[CH:23][C:18]([C:19]([O:21][CH3:22])=[O:20])=[CH:17][CH:16]=1)[CH2:9][CH2:8]2.Br[CH2:26][CH2:27][CH2:28][CH2:29][C:30]([O:32][CH2:33][CH3:34])=[O:31].C(=O)([O-])[O-].[Cs+].[Cs+].[I-].[K+], predict the reaction product. (2) Given the reactants C[O:2][C:3](=[O:16])[CH:4]([C:6]1[CH:11]=[CH:10][C:9]([C:12]([F:15])([F:14])[F:13])=[CH:8][CH:7]=1)[OH:5].[Br:17][C:18]1[CH:23]=[CH:22][C:21]([OH:24])=[CH:20][CH:19]=1.[NH2:25][C:26]1[CH:31]=[CH:30][CH:29]=[CH:28][N:27]=1, predict the reaction product. The product is: [Br:17][C:18]1[CH:23]=[CH:22][C:21]([O:5][CH:4]([C:6]2[CH:11]=[CH:10][C:9]([C:12]([F:15])([F:14])[F:13])=[CH:8][CH:7]=2)[C:3]([OH:2])=[O:16])=[CH:20][CH:19]=1.[Br:17][C:18]1[CH:23]=[CH:22][C:21]([O:24][CH:4]([C:6]2[CH:7]=[CH:8][C:9]([C:12]([F:13])([F:14])[F:15])=[CH:10][CH:11]=2)[C:3]([NH:25][C:26]2[CH:31]=[CH:30][CH:29]=[CH:28][N:27]=2)=[O:16])=[CH:20][CH:19]=1. (3) Given the reactants C[O:2][C:3](=[O:28])[C:4]1[CH:9]=[CH:8][CH:7]=[CH:6][C:5]=1[NH:10][C:11]1[CH:16]=[CH:15][C:14]([CH2:17][CH2:18][CH2:19][C:20]2[CH:25]=[CH:24][C:23]([Cl:26])=[C:22]([Cl:27])[CH:21]=2)=[CH:13][CH:12]=1.[OH-].[Na+], predict the reaction product. The product is: [Cl:27][C:22]1[CH:21]=[C:20]([CH2:19][CH2:18][CH2:17][C:14]2[CH:15]=[CH:16][C:11]([NH:10][C:5]3[CH:6]=[CH:7][CH:8]=[CH:9][C:4]=3[C:3]([OH:28])=[O:2])=[CH:12][CH:13]=2)[CH:25]=[CH:24][C:23]=1[Cl:26]. (4) Given the reactants [CH3:1][O:2][C:3]1[C:4]([O:15][CH3:16])=[CH:5][C:6]2[S:10][C:9]([C:11]([OH:13])=[O:12])=[CH:8][C:7]=2[CH:14]=1.S(=O)(=O)(O)O.[CH3:22]O, predict the reaction product. The product is: [CH3:1][O:2][C:3]1[C:4]([O:15][CH3:16])=[CH:5][C:6]2[S:10][C:9]([C:11]([O:13][CH3:22])=[O:12])=[CH:8][C:7]=2[CH:14]=1. (5) Given the reactants [C:1]1([C:7]2[C:16]3[C:11](=[C:12]([NH2:17])[CH:13]=[CH:14][CH:15]=3)[N:10]=[CH:9][CH:8]=2)[CH:6]=[CH:5][CH:4]=[CH:3][CH:2]=1.Cl[C:19]1[N:28]=[CH:27][C:26]([CH:29]2[CH2:31][CH2:30]2)=[CH:25][C:20]=1[C:21]([O:23][CH3:24])=[O:22].C1(P(C2CCCCC2)C2C(OC)=CC=C(OC)C=2C2C(C(C)C)=CC(C(C)C)=CC=2C(C)C)CCCCC1.C(=O)([O-])[O-].[Cs+].[Cs+], predict the reaction product. The product is: [CH:29]1([C:26]2[CH:27]=[N:28][C:19]([NH:17][C:12]3[CH:13]=[CH:14][CH:15]=[C:16]4[C:11]=3[N:10]=[CH:9][CH:8]=[C:7]4[C:1]3[CH:6]=[CH:5][CH:4]=[CH:3][CH:2]=3)=[C:20]([CH:25]=2)[C:21]([O:23][CH3:24])=[O:22])[CH2:30][CH2:31]1. (6) Given the reactants [N:1]1([C:7]2[C:8]3[N:22]=[N:21][N:20]([CH2:23][CH2:24][N:25]4[CH2:30][CH2:29][NH:28][CH2:27][CH2:26]4)[C:9]=3[N:10]=[C:11]([C:13]3[CH:14]=[C:15]([OH:19])[CH:16]=[CH:17][CH:18]=3)[N:12]=2)[CH2:6][CH2:5][O:4][CH2:3][CH2:2]1.CCN(CC)CC.[C:38](Cl)(=[O:41])[CH2:39][CH3:40], predict the reaction product. The product is: [N:1]1([C:7]2[C:8]3[N:22]=[N:21][N:20]([CH2:23][CH2:24][N:25]4[CH2:26][CH2:27][N:28]([C:38](=[O:41])[CH2:39][CH3:40])[CH2:29][CH2:30]4)[C:9]=3[N:10]=[C:11]([C:13]3[CH:14]=[C:15]([OH:19])[CH:16]=[CH:17][CH:18]=3)[N:12]=2)[CH2:2][CH2:3][O:4][CH2:5][CH2:6]1. (7) Given the reactants Br[C:2]1[C:3](=[O:20])[N:4]([C:14]2[CH:19]=[CH:18][CH:17]=[CH:16][CH:15]=2)[CH:5]=[C:6]([C:8]2[CH:13]=[CH:12][CH:11]=[CH:10][N:9]=2)[CH:7]=1.O1CCCOB1[C:27]1[CH:34]=[CH:33][CH:32]=[CH:31][C:28]=1[C:29]#[N:30].C(N(CC)CC)C.N, predict the reaction product. The product is: [CH:17]1[CH:16]=[CH:15][C:14]([N:4]2[C:3](=[O:20])[C:2]([C:27]3[CH:34]=[CH:33][CH:32]=[CH:31][C:28]=3[C:29]#[N:30])=[CH:7][C:6]([C:8]3[CH:13]=[CH:12][CH:11]=[CH:10][N:9]=3)=[CH:5]2)=[CH:19][CH:18]=1. (8) Given the reactants B(OB=O)=O.[C:6]([CH2:9][C:10](=[O:12])[CH3:11])(=[O:8])[CH3:7].B(OCCCC)(OCCCC)O[CH2:15]CCC.O=C[C:31]1[CH:39]=[CH:38][C:35]([O:36][CH3:37])=[C:33]([OH:34])[CH:32]=1.C(N)CCC, predict the reaction product. The product is: [OH:34][C:33]1[CH:32]=[CH:31][C:39](/[CH:15]=[CH:11]/[C:10](=[O:12])[CH2:9][C:6](=[O:8])[CH3:7])=[CH:38][C:35]=1[O:36][CH3:37]. (9) Given the reactants [CH:1]12[CH2:8][CH2:7][CH:4]([CH:5]=[CH:6]1)[CH2:3][CH:2]2[C:9]1([CH3:25])[NH:13][C:12](=[O:14])[N:11]([CH2:15][C:16]2[CH:21]=[CH:20][C:19]([O:22][CH3:23])=[CH:18][CH:17]=2)[C:10]1=[O:24].[CH3:26]I, predict the reaction product. The product is: [CH:1]12[CH2:8][CH2:7][CH:4]([CH:5]=[CH:6]1)[CH2:3][CH:2]2[C:9]1([CH3:25])[N:13]([CH3:26])[C:12](=[O:14])[N:11]([CH2:15][C:16]2[CH:17]=[CH:18][C:19]([O:22][CH3:23])=[CH:20][CH:21]=2)[C:10]1=[O:24]. (10) Given the reactants [CH2:1]([O:8][C:9]1[CH:14]=[CH:13][C:12]([NH:15][C:16]2[C:21]([NH2:22])=[C:20]([CH3:23])[CH:19]=[CH:18][N:17]=2)=[CH:11][CH:10]=1)[C:2]1[CH:7]=[CH:6][CH:5]=[CH:4][CH:3]=1.[OH-].[Na+].Cl.O.C1C[O:31][CH2:30]C1, predict the reaction product. The product is: [CH2:1]([O:8][C:9]1[CH:14]=[CH:13][C:12]([N:15]2[C:16]3=[N:17][CH:18]=[CH:19][C:20]([CH3:23])=[C:21]3[NH:22][C:30]2=[O:31])=[CH:11][CH:10]=1)[C:2]1[CH:7]=[CH:6][CH:5]=[CH:4][CH:3]=1.